Dataset: Peptide-MHC class I binding affinity with 185,985 pairs from IEDB/IMGT. Task: Regression. Given a peptide amino acid sequence and an MHC pseudo amino acid sequence, predict their binding affinity value. This is MHC class I binding data. (1) The peptide sequence is TGIAIIAYI. The MHC is HLA-B15:17 with pseudo-sequence HLA-B15:17. The binding affinity (normalized) is 0.0847. (2) The peptide sequence is EVREFLGSY. The MHC is HLA-B44:02 with pseudo-sequence HLA-B44:02. The binding affinity (normalized) is 0.0847. (3) The peptide sequence is YLREHIRAM. The MHC is HLA-C08:02 with pseudo-sequence HLA-C08:02. The binding affinity (normalized) is 0.0847. (4) The peptide sequence is VMCGGSLYVK. The MHC is HLA-A31:01 with pseudo-sequence HLA-A31:01. The binding affinity (normalized) is 0.402. (5) The peptide sequence is GGFSTLDKI. The MHC is HLA-A02:01 with pseudo-sequence HLA-A02:01. The binding affinity (normalized) is 0. (6) The peptide sequence is FMKVKFEAL. The MHC is HLA-A26:01 with pseudo-sequence HLA-A26:01. The binding affinity (normalized) is 0.0847. (7) The peptide sequence is NLVIGFLFL. The MHC is HLA-A68:02 with pseudo-sequence HLA-A68:02. The binding affinity (normalized) is 0.298. (8) The peptide sequence is MLNILNGRKR. The MHC is HLA-A31:01 with pseudo-sequence HLA-A31:01. The binding affinity (normalized) is 0.736. (9) The peptide sequence is FIWFIFHFV. The MHC is Mamu-B01 with pseudo-sequence Mamu-B01. The binding affinity (normalized) is 0. (10) The peptide sequence is YMNGTMSQV. The MHC is HLA-C15:02 with pseudo-sequence HLA-C15:02. The binding affinity (normalized) is 0.453.